Dataset: Full USPTO retrosynthesis dataset with 1.9M reactions from patents (1976-2016). Task: Predict the reactants needed to synthesize the given product. Given the product [F:7][C:8]1[CH:29]=[CH:28][C:11]([O:12][C:13]2[CH:18]=[CH:17][C:16]([NH:19][C:32](=[O:33])[O:34][C:35]([CH3:38])([CH3:37])[CH3:36])=[CH:15][C:14]=2[C:22]2[CH:27]=[CH:26][CH:25]=[CH:24][N:23]=2)=[CH:10][CH:9]=1, predict the reactants needed to synthesize it. The reactants are: C(OCC)(=O)C.[F:7][C:8]1[CH:29]=[CH:28][C:11]([O:12][C:13]2[CH:18]=[CH:17][C:16]([N+:19]([O-])=O)=[CH:15][C:14]=2[C:22]2[CH:27]=[CH:26][CH:25]=[CH:24][N:23]=2)=[CH:10][CH:9]=1.[H][H].[C:32](O[C:32]([O:34][C:35]([CH3:38])([CH3:37])[CH3:36])=[O:33])([O:34][C:35]([CH3:38])([CH3:37])[CH3:36])=[O:33].